From a dataset of Forward reaction prediction with 1.9M reactions from USPTO patents (1976-2016). Predict the product of the given reaction. (1) Given the reactants [Cl:1][C:2]1[CH:11]=[CH:10][C:5]([CH:6]=[CH:7][CH:8]=O)=[CH:4][CH:3]=1.[F:12][C:13]1[CH:14]=[C:15]([CH:18]=[CH:19][C:20]=1[F:21])[CH2:16][NH2:17].C(O[BH-](OC(=O)C)OC(=O)C)(=O)C.[Na+], predict the reaction product. The product is: [Cl:1][C:2]1[CH:11]=[CH:10][C:5]([CH:6]=[CH:7][CH2:8][NH:17][CH2:16][C:15]2[CH:18]=[CH:19][C:20]([F:21])=[C:13]([F:12])[CH:14]=2)=[CH:4][CH:3]=1. (2) Given the reactants [H-].[Na+].[NH:3]1[CH:7]=[CH:6][N:5]=[CH:4]1.Cl[CH2:9][CH2:10][O:11][C:12]1[CH:13]=[C:14]2[C:19](=[CH:20][CH:21]=1)[C:18](=[O:22])[CH2:17][CH2:16][CH2:15]2, predict the reaction product. The product is: [N:3]1([CH2:9][CH2:10][O:11][C:12]2[CH:13]=[C:14]3[C:19](=[CH:20][CH:21]=2)[C:18](=[O:22])[CH2:17][CH2:16][CH2:15]3)[CH:7]=[CH:6][N:5]=[CH:4]1. (3) Given the reactants [NH2:1][C:2]1[C:3](Br)=[CH:4][C:5]([F:18])=[C:6]([N:8]2[C:12](=[O:13])[N:11]([CH:14]([F:16])[F:15])[C:10]([CH3:17])=[N:9]2)[CH:7]=1.CCO[C:23]([S-:25])=[S:24].[K+].Cl, predict the reaction product. The product is: [F:18][C:5]1[C:6]([N:8]2[C:12](=[O:13])[N:11]([CH:14]([F:16])[F:15])[C:10]([CH3:17])=[N:9]2)=[CH:7][C:2]2[N:1]=[C:23]([SH:25])[S:24][C:3]=2[CH:4]=1. (4) Given the reactants [CH2:1]([O:3][P:4]([C:9]1[CH:17]=[CH:16][C:12]([C:13]([OH:15])=O)=[CH:11][CH:10]=1)([O:6][CH2:7][CH3:8])=[O:5])[CH3:2].CCN=C=NCCCN(C)C.C1C=CC2N(O)N=NC=2C=1.[NH2:39][C:40]1[CH:45]=[C:44]([C:46]2[S:47][CH:48]=[CH:49][CH:50]=2)[CH:43]=[CH:42][C:41]=1[NH:51]C(=O)OC(C)(C)C.C(O)(C(F)(F)F)=O, predict the reaction product. The product is: [NH2:51][C:41]1[CH:42]=[CH:43][C:44]([C:46]2[S:47][CH:48]=[CH:49][CH:50]=2)=[CH:45][C:40]=1[NH:39][C:13]([C:12]1[CH:11]=[CH:10][C:9]([P:4](=[O:5])([O:3][CH2:1][CH3:2])[O:6][CH2:7][CH3:8])=[CH:17][CH:16]=1)=[O:15]. (5) The product is: [CH:32]1([CH2:31][O:30][C:22]2[CH:23]=[C:24]([O:28][CH3:29])[C:25]([F:27])=[CH:26][C:21]=2[C:20]2[CH:19]=[CH:18][N:17]=[C:16]3[C:12]([C:10]([NH:9][C@H:6]4[CH2:7][CH2:8][C@@H:3]([NH:2][C:40](=[O:39])[CH2:41][OH:42])[CH2:4][CH2:5]4)=[O:11])=[C:13]([CH3:35])[NH:14][C:15]=23)[CH2:33][CH2:34]1. Given the reactants Cl.[NH2:2][C@@H:3]1[CH2:8][CH2:7][C@H:6]([NH:9][C:10]([C:12]2[C:16]3=[N:17][CH:18]=[CH:19][C:20]([C:21]4[CH:26]=[C:25]([F:27])[C:24]([O:28][CH3:29])=[CH:23][C:22]=4[O:30][CH2:31][CH:32]4[CH2:34][CH2:33]4)=[C:15]3[NH:14][C:13]=2[CH3:35])=[O:11])[CH2:5][CH2:4]1.C([O:39][CH2:40][C:41](Cl)=[O:42])(=O)C, predict the reaction product. (6) Given the reactants [CH3:1][C@@H:2](OS(C)(=O)=O)[CH2:3][CH2:4][CH:5]=[C:6]([CH3:8])[CH3:7].[CH3:14][NH2:15].O, predict the reaction product. The product is: [CH3:1][C@@H:2]([NH:15][CH3:14])[CH2:3][CH2:4][CH:5]=[C:6]([CH3:8])[CH3:7]. (7) Given the reactants Cl.[O:2]=[C:3]1[C:8]([C:9]2[CH:18]=[CH:17][C:12]([C:13]([O:15]C)=[O:14])=[CH:11][CH:10]=2)=[CH:7][CH:6]=[CH:5][O:4]1, predict the reaction product. The product is: [O:2]=[C:3]1[C:8]([C:9]2[CH:18]=[CH:17][C:12]([C:13]([OH:15])=[O:14])=[CH:11][CH:10]=2)=[CH:7][CH:6]=[CH:5][O:4]1.